Dataset: Peptide-MHC class II binding affinity with 134,281 pairs from IEDB. Task: Regression. Given a peptide amino acid sequence and an MHC pseudo amino acid sequence, predict their binding affinity value. This is MHC class II binding data. The peptide sequence is LIGPTPVNIIGRNLLTQIGC. The MHC is DRB5_0101 with pseudo-sequence DRB5_0101. The binding affinity (normalized) is 0.221.